Predict the reaction yield, written as a fraction of the theoretical maximum amount of product (1.0 means a 100% yield; for example, 0.34 means a 34% yield). From a dataset of Reaction yield outcomes from USPTO patents with 853,638 reactions. (1) The reactants are [Br:1][C:2]1[CH:11]=[C:10]2[CH:5]([C:6]([CH3:14])([CH3:13])[CH2:7][CH2:8][C:9]2=O)[CH2:4][C:3]=1[O:15][CH3:16].[C:17]([Mg]Cl)([CH3:20])([CH3:19])[CH3:18]. No catalyst specified. The product is [Br:1][C:2]1[CH:11]=[C:10]2[C:5](=[CH:4][C:3]=1[O:15][CH3:16])[C:6]([CH3:14])([CH3:13])[CH2:7][CH:8]=[C:9]2[C:17]([CH3:20])([CH3:19])[CH3:18]. The yield is 0.340. (2) The reactants are [Cl:1][C:2]1[CH:3]=[CH:4][C:5]([O:25][CH3:26])=[C:6]([C:8]2[C:12]([NH:13][C:14]([C:16]3[CH:17]=[N:18][N:19]4[CH:24]=[CH:23][CH:22]=[N:21][C:20]=34)=[O:15])=[CH:11][NH:10][N:9]=2)[CH:7]=1.I[CH:28]1[CH2:31][N:30](C(OC(C)(C)C)=O)[CH2:29]1.C(=O)([O-])[O-].[Cs+].[Cs+]. The catalyst is CN(C)C=O. The product is [NH:30]1[CH2:31][CH:28]([N:10]2[CH:11]=[C:12]([NH:13][C:14]([C:16]3[CH:17]=[N:18][N:19]4[CH:24]=[CH:23][CH:22]=[N:21][C:20]=34)=[O:15])[C:8]([C:6]3[CH:7]=[C:2]([Cl:1])[CH:3]=[CH:4][C:5]=3[O:25][CH3:26])=[N:9]2)[CH2:29]1. The yield is 0.220.